Regression. Given two drug SMILES strings and cell line genomic features, predict the synergy score measuring deviation from expected non-interaction effect. From a dataset of NCI-60 drug combinations with 297,098 pairs across 59 cell lines. (1) Drug 1: COC1=C(C=C2C(=C1)N=CN=C2NC3=CC(=C(C=C3)F)Cl)OCCCN4CCOCC4. Drug 2: C1CN(P(=O)(OC1)NCCCl)CCCl. Cell line: NCI-H460. Synergy scores: CSS=37.7, Synergy_ZIP=1.40, Synergy_Bliss=10.5, Synergy_Loewe=-25.6, Synergy_HSA=10.1. (2) Drug 1: CC1C(C(CC(O1)OC2CC(CC3=C2C(=C4C(=C3O)C(=O)C5=C(C4=O)C(=CC=C5)OC)O)(C(=O)CO)O)N)O.Cl. Drug 2: C(CN)CNCCSP(=O)(O)O. Cell line: HS 578T. Synergy scores: CSS=-1.17, Synergy_ZIP=1.97, Synergy_Bliss=4.58, Synergy_Loewe=-5.03, Synergy_HSA=-0.907.